This data is from Peptide-MHC class I binding affinity with 185,985 pairs from IEDB/IMGT. The task is: Regression. Given a peptide amino acid sequence and an MHC pseudo amino acid sequence, predict their binding affinity value. This is MHC class I binding data. (1) The peptide sequence is EPIDNVMGM. The MHC is H-2-Db with pseudo-sequence H-2-Db. The binding affinity (normalized) is 0.0641. (2) The peptide sequence is RVVRPWGSY. The MHC is HLA-B46:01 with pseudo-sequence HLA-B46:01. The binding affinity (normalized) is 0.0847. (3) The peptide sequence is GVEDTESIER. The MHC is HLA-A03:01 with pseudo-sequence HLA-A03:01. The binding affinity (normalized) is 0. (4) The MHC is HLA-A33:01 with pseudo-sequence HLA-A33:01. The binding affinity (normalized) is 0.465. The peptide sequence is EMYPRHRYSK. (5) The peptide sequence is GRVIPRMLY. The MHC is HLA-A02:06 with pseudo-sequence HLA-A02:06. The binding affinity (normalized) is 0.233. (6) The peptide sequence is KVFFGPIYY. The MHC is HLA-B08:01 with pseudo-sequence HLA-B08:01. The binding affinity (normalized) is 0.0847.